From a dataset of Full USPTO retrosynthesis dataset with 1.9M reactions from patents (1976-2016). Predict the reactants needed to synthesize the given product. (1) Given the product [CH3:29][C:26]1([CH3:30])[O:25][C@H:24]([CH2:23][O:22][C:17]2[CH:18]=[C:19]3[C:14](=[CH:15][CH:16]=2)[CH:13]=[C:12]([CH2:11][O:10][C:7]2[CH:8]=[CH:9][C:4]([C:3]([OH:31])=[O:2])=[CH:5][CH:6]=2)[CH:21]=[CH:20]3)[CH2:28][O:27]1, predict the reactants needed to synthesize it. The reactants are: C[O:2][C:3](=[O:31])[C:4]1[CH:9]=[CH:8][C:7]([O:10][CH2:11][C:12]2[CH:21]=[CH:20][C:19]3[C:14](=[CH:15][CH:16]=[C:17]([O:22][CH2:23][C@@H:24]4[CH2:28][O:27][C:26]([CH3:30])([CH3:29])[O:25]4)[CH:18]=3)[CH:13]=2)=[CH:6][CH:5]=1.[OH-].[Li+].Cl. (2) Given the product [Cl:1][C:2]1[CH:3]=[C:4]([CH:9]2[C:18]3[C:13](=[CH:14][CH:15]=[CH:16][CH:17]=3)[CH2:12][CH:11]([N:19]([CH3:21])[CH3:20])[CH2:10]2)[CH:5]=[CH:6][C:7]=1[Cl:8], predict the reactants needed to synthesize it. The reactants are: [Cl:1][C:2]1[CH:3]=[C:4]([CH:9]2[C:18]3[C:13](=[CH:14][CH:15]=[CH:16][CH:17]=3)[CH2:12][CH:11]([NH:19][CH3:20])[CH2:10]2)[CH:5]=[CH:6][C:7]=1[Cl:8].[CH2:21]=O.[OH-].[K+]. (3) Given the product [F:1][C:2]1[CH:17]=[CH:16][C:5]2[C:6]3[N:7]([CH:11]=[C:12]([I:14])[N:13]=3)[CH2:8][CH2:9][O:10][C:4]=2[CH:3]=1, predict the reactants needed to synthesize it. The reactants are: [F:1][C:2]1[CH:17]=[CH:16][C:5]2[C:6]3[N:7]([C:11](I)=[C:12]([I:14])[N:13]=3)[CH2:8][CH2:9][O:10][C:4]=2[CH:3]=1.O1CCCC1.C[Mg]Br. (4) Given the product [NH:1]1[CH2:6][CH2:5][CH:4]([CH2:7][NH:8][C:9]([N:11]2[C:15]3[CH:16]=[CH:17][CH:18]=[CH:19][C:14]=3[N:13]([CH:20]([CH3:23])[CH3:21])[C:12]2=[O:22])=[O:10])[CH2:3][CH2:2]1.[O:26]1[CH:24]([CH2:23][O:27][C:28]2[CH:29]=[CH:30][CH:31]=[CH:32][CH:33]=2)[CH2:25]1, predict the reactants needed to synthesize it. The reactants are: [NH:1]1[CH2:6][CH2:5][CH:4]([CH2:7][NH:8][C:9]([N:11]2[C:15]3[CH:16]=[CH:17][CH:18]=[CH:19][C:14]=3[N:13]([CH2:20][CH3:21])[C:12]2=[O:22])=[O:10])[CH2:3][CH2:2]1.[CH2:23]([O:27][C:28]1[CH:33]=[CH:32][C:31](Cl)=[CH:30][CH:29]=1)[CH:24]1[O:26][CH2:25]1. (5) Given the product [NH2:17][C:16]1[N:15]=[CH:14][N:13]=[C:12]2[N:8]([C:5]3[CH:6]=[CH:7][C:2]([NH:1][S:23]([C:20]4[CH:21]=[CH:22][S:18][CH:19]=4)(=[O:25])=[O:24])=[CH:3][CH:4]=3)[N:9]=[CH:10][C:11]=12, predict the reactants needed to synthesize it. The reactants are: [NH2:1][C:2]1[CH:7]=[CH:6][C:5]([N:8]2[C:12]3=[N:13][CH:14]=[N:15][C:16]([NH2:17])=[C:11]3[CH:10]=[N:9]2)=[CH:4][CH:3]=1.[S:18]1[CH:22]=[CH:21][C:20]([S:23](Cl)(=[O:25])=[O:24])=[CH:19]1.C(N(C(C)C)CC)(C)C.CN(C=O)C. (6) Given the product [NH2:3][O:12][CH2:13][CH2:14][NH:15][S:16]([NH:19][C:20](=[O:26])[O:21][C:22]([CH3:24])([CH3:23])[CH3:25])(=[O:18])=[O:17], predict the reactants needed to synthesize it. The reactants are: O=C1C2C(=CC=CC=2)C(=O)[N:3]1[O:12][CH2:13][CH2:14][NH:15][S:16]([NH:19][C:20](=[O:26])[O:21][C:22]([CH3:25])([CH3:24])[CH3:23])(=[O:18])=[O:17].C(Cl)Cl.O.NN. (7) Given the product [C:1]([O:5][C:6](=[O:24])[N:7]([CH2:11][CH2:12][O:13][C:14]1[CH:19]=[CH:18][C:17]([NH2:20])=[C:16]([CH3:23])[N:15]=1)[CH2:8][CH2:9][CH3:10])([CH3:2])([CH3:3])[CH3:4], predict the reactants needed to synthesize it. The reactants are: [C:1]([O:5][C:6](=[O:24])[N:7]([CH2:11][CH2:12][O:13][C:14]1[CH:19]=[CH:18][C:17]([N+:20]([O-])=O)=[C:16]([CH3:23])[N:15]=1)[CH2:8][CH2:9][CH3:10])([CH3:4])([CH3:3])[CH3:2].